The task is: Binary Classification. Given a T-cell receptor sequence (or CDR3 region) and an epitope sequence, predict whether binding occurs between them.. This data is from TCR-epitope binding with 47,182 pairs between 192 epitopes and 23,139 TCRs. The epitope is TSNQVAVLY. The TCR CDR3 sequence is CASSLGSYETQYF. Result: 0 (the TCR does not bind to the epitope).